This data is from Full USPTO retrosynthesis dataset with 1.9M reactions from patents (1976-2016). The task is: Predict the reactants needed to synthesize the given product. (1) Given the product [NH2:9][C:7]1[S:6][N:5]=[C:4]([CH2:3][C:2]([N:17]2[C:25]3[C:20](=[CH:21][C:22]([NH:26][C:27]([C:29]4[C:30]([C:35]5[CH:36]=[CH:37][C:38]([C:41]([F:44])([F:43])[F:42])=[CH:39][CH:40]=5)=[CH:31][CH:32]=[CH:33][CH:34]=4)=[O:28])=[CH:23][CH:24]=3)[CH2:19][CH2:18]2)=[O:1])[N:8]=1, predict the reactants needed to synthesize it. The reactants are: [O:1]=[C:2]([N:17]1[C:25]2[C:20](=[CH:21][C:22]([NH:26][C:27]([C:29]3[CH:34]=[CH:33][CH:32]=[CH:31][C:30]=3[C:35]3[CH:40]=[CH:39][C:38]([C:41]([F:44])([F:43])[F:42])=[CH:37][CH:36]=3)=[O:28])=[CH:23][CH:24]=2)[CH2:19][CH2:18]1)[CH2:3][C:4]1[N:8]=[C:7]([NH:9]C(=O)OC(C)(C)C)[S:6][N:5]=1.FC(F)(F)C(O)=O. (2) Given the product [S:1]([O:3][S:1]([OH:4])(=[O:3])=[O:2])([OH:2])(=[O:5])=[O:4].[CH3:6][O:7][C:8]1[N:13]=[C:12](/[CH:14]=[CH:15]/[C:16]2[N:34]=[C:19]3[C@H:20]([C:24]4[CH:29]=[CH:28][CH:27]=[CH:26][C:25]=4[C:30]([F:33])([F:32])[F:31])[CH2:21][CH2:22][CH2:23][N:18]3[N:17]=2)[CH:11]=[CH:10][C:9]=1[N:35]1[CH:39]=[C:38]([CH3:40])[N:37]=[CH:36]1, predict the reactants needed to synthesize it. The reactants are: [S:1](=[O:5])(=[O:4])([OH:3])[OH:2].[CH3:6][O:7][C:8]1[N:13]=[C:12](/[CH:14]=[CH:15]/[C:16]2[N:34]=[C:19]3[C@H:20]([C:24]4[CH:29]=[CH:28][CH:27]=[CH:26][C:25]=4[C:30]([F:33])([F:32])[F:31])[CH2:21][CH2:22][CH2:23][N:18]3[N:17]=2)[CH:11]=[CH:10][C:9]=1[N:35]1[CH:39]=[C:38]([CH3:40])[N:37]=[CH:36]1.C(OCC)(=O)C.